Dataset: Full USPTO retrosynthesis dataset with 1.9M reactions from patents (1976-2016). Task: Predict the reactants needed to synthesize the given product. Given the product [C:1]([O:5][C:6](=[O:14])[NH:7][C@H:8]1[CH2:11][C@H:10]([CH:12]=[O:13])[CH2:9]1)([CH3:4])([CH3:2])[CH3:3], predict the reactants needed to synthesize it. The reactants are: [C:1]([O:5][C:6](=[O:14])[NH:7][C@H:8]1[CH2:11][C@H:10]([CH2:12][OH:13])[CH2:9]1)([CH3:4])([CH3:3])[CH3:2].